From a dataset of Forward reaction prediction with 1.9M reactions from USPTO patents (1976-2016). Predict the product of the given reaction. (1) The product is: [CH2:32]([O:18][C:13]1[CH:14]=[N:15][CH:16]=[CH:17][C:12]=1[C:10]1[O:9][C:6]2[C:5]([N:11]=1)=[CH:4][C:3]([C:2]([F:19])([F:1])[F:20])=[CH:8][N:7]=2)[CH3:33]. Given the reactants [F:1][C:2]([F:20])([F:19])[C:3]1[CH:4]=[C:5]2[N:11]=[C:10]([C:12]3[CH:17]=[CH:16][N:15]=[CH:14][C:13]=3[OH:18])[O:9][C:6]2=[N:7][CH:8]=1.C(=O)([O-])[O-].[K+].[K+].CN(C=O)C.[CH2:32](I)[CH3:33], predict the reaction product. (2) Given the reactants [CH2:1]([N:4]([C:12]1[CH:17]=[CH:16][C:15]([F:18])=[CH:14][CH:13]=1)[C:5](=[O:11])[CH2:6][C:7]([O:9][CH3:10])=[O:8])[CH:2]=[CH2:3], predict the reaction product. The product is: [F:18][C:15]1[CH:16]=[CH:17][C:12]([N:4]2[CH2:1][CH:2]3[C:6]([C:7]([O:9][CH3:10])=[O:8])([CH2:3]3)[C:5]2=[O:11])=[CH:13][CH:14]=1. (3) Given the reactants [NH2:1][C:2]1[C:3]([C:16]#[N:17])=[N:4][C:5]([C:8]2[CH:13]=[CH:12][CH:11]=[C:10]([CH2:14][OH:15])[CH:9]=2)=[CH:6][N:7]=1.[C:18]([NH:26][NH2:27])(=O)[C:19]1[CH:24]=[CH:23][CH:22]=[CH:21][CH:20]=1.CN(C=O)C.C, predict the reaction product. The product is: [NH2:1][C:2]1[N:7]=[CH:6][C:5]([C:8]2[CH:9]=[C:10]([CH2:14][OH:15])[CH:11]=[CH:12][CH:13]=2)=[N:4][C:3]=1[C:16]1[NH:17][C:18]([C:19]2[CH:24]=[CH:23][CH:22]=[CH:21][CH:20]=2)=[N:26][N:27]=1. (4) The product is: [Cl:1][C:2]1[CH:10]=[C:9]2[C:5]([C:6]([C:15]([N:17]3[CH2:22][CH2:21][N:20]([C:23]4[CH:28]=[CH:27][CH:26]=[CH:25][C:24]=4[F:29])[CH2:19][CH2:18]3)=[O:16])=[CH:7][N:8]2[CH2:11][C:12]([NH2:30])=[O:13])=[CH:4][CH:3]=1. Given the reactants [Cl:1][C:2]1[CH:10]=[C:9]2[C:5]([C:6]([C:15]([N:17]3[CH2:22][CH2:21][N:20]([C:23]4[CH:28]=[CH:27][CH:26]=[CH:25][C:24]=4[F:29])[CH2:19][CH2:18]3)=[O:16])=[CH:7][N:8]2[CH2:11][C:12](O)=[O:13])=[CH:4][CH:3]=1.[NH3:30], predict the reaction product. (5) Given the reactants [Cl:1][C:2]1[CH:3]=[CH:4][C:5]2[O:9][CH:8]([C:10]([N:12]3[CH2:17][CH2:16][N:15](C(OC(C)(C)C)=O)[CH2:14][CH2:13]3)=[O:11])[CH2:7][C:6]=2[CH:25]=1.FC(F)(F)C(O)=O.O.C(=O)(O)[O-].[Na+], predict the reaction product. The product is: [Cl:1][C:2]1[CH:3]=[CH:4][C:5]2[O:9][CH:8]([C:10]([N:12]3[CH2:13][CH2:14][NH:15][CH2:16][CH2:17]3)=[O:11])[CH2:7][C:6]=2[CH:25]=1. (6) The product is: [Cl:13][C:6]1[CH:5]=[C:4]([F:14])[C:3]([CH2:2][NH:1][C:24](=[O:29])[C:25]([CH3:28])([CH3:27])[CH3:26])=[CH:12][C:7]=1[C:8]([O:10][CH3:11])=[O:9]. Given the reactants [NH2:1][CH2:2][C:3]1[C:4]([F:14])=[CH:5][C:6]([Cl:13])=[C:7]([CH:12]=1)[C:8]([O:10][CH3:11])=[O:9].CCN(C(C)C)C(C)C.[C:24](Cl)(=[O:29])[C:25]([CH3:28])([CH3:27])[CH3:26], predict the reaction product. (7) Given the reactants [C@H:1]1([N:13]2[CH2:18][CH2:17][CH:16]([NH:19][C:20]3[C:21]([NH2:26])=[CH:22][CH:23]=[CH:24][CH:25]=3)[CH2:15][CH2:14]2)[C:11]2=[C:12]3[C:7](=[CH:8][CH:9]=[CH:10]2)[CH:6]=[CH:5][CH:4]=[C:3]3[CH2:2]1.[C:27](N1C=CN=C1)(N1C=CN=C1)=[O:28].O, predict the reaction product. The product is: [C@H:1]1([N:13]2[CH2:14][CH2:15][CH:16]([N:19]3[C:20]4[CH:25]=[CH:24][CH:23]=[CH:22][C:21]=4[NH:26][C:27]3=[O:28])[CH2:17][CH2:18]2)[C:11]2=[C:12]3[C:7](=[CH:8][CH:9]=[CH:10]2)[CH:6]=[CH:5][CH:4]=[C:3]3[CH2:2]1.